From a dataset of Full USPTO retrosynthesis dataset with 1.9M reactions from patents (1976-2016). Predict the reactants needed to synthesize the given product. (1) Given the product [F:34][CH:35]([F:38])[CH2:36][N:25]1[C:24](=[O:27])[C:23]([N:28]2[CH2:33][CH2:32][O:31][CH2:30][CH2:29]2)=[N:22][C:21]([C:3]2[CH:4]=[C:5]([NH:8][C:9](=[O:20])[C:10]3[CH:15]=[CH:14][CH:13]=[C:12]([C:16]([F:17])([F:19])[F:18])[CH:11]=3)[CH:6]=[CH:7][C:2]=2[CH3:1])=[CH:26]1, predict the reactants needed to synthesize it. The reactants are: [CH3:1][C:2]1[CH:7]=[CH:6][C:5]([NH:8][C:9](=[O:20])[C:10]2[CH:15]=[CH:14][CH:13]=[C:12]([C:16]([F:19])([F:18])[F:17])[CH:11]=2)=[CH:4][C:3]=1[C:21]1[N:22]=[C:23]([N:28]2[CH2:33][CH2:32][O:31][CH2:30][CH2:29]2)[C:24](=[O:27])[NH:25][CH:26]=1.[F:34][CH:35]([F:38])[CH2:36]I.C(=O)([O-])[O-].[K+].[K+]. (2) Given the product [CH3:20][N:12]([C:9]1[CH:8]=[CH:7][C:6]([N+:3]([O-:5])=[O:4])=[CH:11][CH:10]=1)[C:13](=[O:19])[O:14][C:15]([CH3:16])([CH3:18])[CH3:17], predict the reactants needed to synthesize it. The reactants are: [H-].[Na+].[N+:3]([C:6]1[CH:11]=[CH:10][C:9]([NH:12][C:13](=[O:19])[O:14][C:15]([CH3:18])([CH3:17])[CH3:16])=[CH:8][CH:7]=1)([O-:5])=[O:4].[CH3:20]I. (3) Given the product [CH3:14][O:13][C:5]1[CH:4]=[CH:3][C:2]([B:24]2[O:28][C:27]([CH3:30])([CH3:29])[C:26]([CH3:32])([CH3:31])[O:25]2)=[CH:7][C:6]=1[N:8]1[CH2:12][CH2:11][CH2:10][CH2:9]1, predict the reactants needed to synthesize it. The reactants are: Br[C:2]1[CH:3]=[CH:4][C:5]([O:13][CH3:14])=[C:6]([N:8]2[CH2:12][CH2:11][CH2:10][CH2:9]2)[CH:7]=1.[Li]C(C)(C)C.C(O[B:24]1[O:28][C:27]([CH3:30])([CH3:29])[C:26]([CH3:32])([CH3:31])[O:25]1)(C)C. (4) Given the product [OH:8][C@H:9]1[C@H:13]2[O:14][CH2:15][C@:10]1([CH2:32][OH:33])[O:11][C@H:12]2[N:16]1[CH:24]=[N:23][C:22]2[C:21](=[O:25])[NH:20][C:19]([NH:26][C:27](=[O:31])[CH:28]([CH3:29])[CH3:30])=[N:18][C:17]1=2, predict the reactants needed to synthesize it. The reactants are: C([O:8][C@H:9]1[C@H:13]2[O:14][CH2:15][C@:10]1([CH2:32][OH:33])[O:11][C@H:12]2[N:16]1[CH:24]=[N:23][C:22]2[C:21](=[O:25])[NH:20][C:19]([NH:26][C:27](=[O:31])[CH:28]([CH3:30])[CH3:29])=[N:18][C:17]1=2)C1C=CC=CC=1.C(O)=O. (5) The reactants are: [N+:1]([O-:4])([O-])=[O:2].[K+].[Br:6][C:7]1[CH:16]=[CH:15][CH:14]=[C:13]2[C:8]=1[CH:9]=[CH:10][CH:11]=[N:12]2.OS(O)(=O)=O. Given the product [Br:6][C:7]1[CH:16]=[CH:15][C:14]([N+:1]([O-:4])=[O:2])=[C:13]2[C:8]=1[CH:9]=[CH:10][CH:11]=[N:12]2, predict the reactants needed to synthesize it. (6) Given the product [F:10][C:3]([F:11])([C:4]1[CH:9]=[CH:8][CH:7]=[CH:6][CH:5]=1)[C:2]1[N:1]=[C:14]([C@H:16]2[CH2:20][CH2:19][C@H:18]([NH:21][C:22](=[O:28])[O:23][C:24]([CH3:27])([CH3:26])[CH3:25])[CH2:17]2)[O:13][N:12]=1, predict the reactants needed to synthesize it. The reactants are: [NH2:1]/[C:2](=[N:12]\[O:13][C:14]([C@H:16]1[CH2:20][CH2:19][C@H:18]([NH:21][C:22](=[O:28])[O:23][C:24]([CH3:27])([CH3:26])[CH3:25])[CH2:17]1)=O)/[C:3]([F:11])([F:10])[C:4]1[CH:9]=[CH:8][CH:7]=[CH:6][CH:5]=1.O.O.O.C([O-])(=O)C.[Na+]. (7) Given the product [CH2:22]([N:19]1[CH2:18][CH2:17][N:16]([C:14](=[O:15])[C@@H:13]([NH:12][CH2:10][C:6]2[CH:5]=[C:4]3[C:9](=[CH:8][CH:7]=2)[NH:1][CH:2]=[CH:3]3)[CH2:29][C:30]2[CH:35]=[CH:34][CH:33]=[CH:32][CH:31]=2)[CH2:21][CH2:20]1)[C:23]1[CH:24]=[CH:25][CH:26]=[CH:27][CH:28]=1, predict the reactants needed to synthesize it. The reactants are: [NH:1]1[C:9]2[C:4](=[CH:5][C:6]([CH:10]=O)=[CH:7][CH:8]=2)[CH:3]=[CH:2]1.[NH2:12][C@@H:13]([CH2:29][C:30]1[CH:35]=[CH:34][CH:33]=[CH:32][CH:31]=1)[C:14]([N:16]1[CH2:21][CH2:20][N:19]([CH2:22][C:23]2[CH:28]=[CH:27][CH:26]=[CH:25][CH:24]=2)[CH2:18][CH2:17]1)=[O:15].[BH4-].[Na+].O.